Dataset: Retrosynthesis with 50K atom-mapped reactions and 10 reaction types from USPTO. Task: Predict the reactants needed to synthesize the given product. (1) The reactants are: CCCCCCCN(CC)C(=O)Cc1ccc([N+](=O)[O-])cc1. Given the product CCCCCCCN(CC)C(=O)Cc1ccc(N)cc1, predict the reactants needed to synthesize it. (2) Given the product COc1c(-c2ccc(SC)cc2)cnn(-c2cccc(Cl)c2)c1=O, predict the reactants needed to synthesize it. The reactants are: COc1c(Br)cnn(-c2cccc(Cl)c2)c1=O.CSc1ccc(B(O)O)cc1. (3) Given the product CN(C)CC1CCN(C(=O)Nc2cc(Oc3ccc(NC(=S)NC(=O)Cc4ccc(F)cc4)cc3F)ncn2)CC1, predict the reactants needed to synthesize it. The reactants are: CN(C)CC1CCN(C(=O)Nc2cc(Oc3ccc(N)cc3F)ncn2)CC1.O=C(Cc1ccc(F)cc1)N=C=S. (4) Given the product COc1cccc(-c2cc(F)ccc2[C@H]2Cc3nc(N)nc(C)c3C(NOC3CCCCO3)=N2)n1, predict the reactants needed to synthesize it. The reactants are: COc1cccc(B2OCCN(c3ccccc3)CCO2)n1.Cc1nc(N)nc2c1C(NOC1CCCCO1)=N[C@@H](c1ccc(F)cc1Br)C2. (5) Given the product O=c1ccc2cc(S(=O)(=O)Nc3ccon3)ccc2n1-c1ccc(Cl)cc1, predict the reactants needed to synthesize it. The reactants are: O=c1ccc2cc(S(=O)(=O)Nc3ccon3)ccc2n1-c1ccc(Cl)cc1Br. (6) Given the product CC(C)(C)NC(=O)Nc1cccc(N2CN=c3occc3=C2N)c1, predict the reactants needed to synthesize it. The reactants are: CC(C)(C)N=C=O.NC1=c2ccoc2=NCN1c1cccc(N)c1. (7) Given the product CCCOC(=O)COc1cc2c(=O)c(Cc3cccnc3)cn3c4ccc(Br)cc4c(c1)c23, predict the reactants needed to synthesize it. The reactants are: CCCOC(=O)CBr.O=c1c(Cc2cccnc2)cn2c3ccc(Br)cc3c3cc(O)cc1c32.